This data is from Catalyst prediction with 721,799 reactions and 888 catalyst types from USPTO. The task is: Predict which catalyst facilitates the given reaction. (1) Reactant: [NH2:1][CH2:2][CH:3]1[CH2:8][CH2:7][N:6]([C:9]2[CH:14]=[CH:13][C:12]([Cl:15])=[CH:11][C:10]=2[NH:16][C:17]([C:19]2[C:23]3[N:24]=[CH:25][N:26]=[CH:27][C:22]=3[S:21][CH:20]=2)=[O:18])[CH2:5][CH2:4]1.[CH:28](O)=O.C=O.[OH-].[Na+]. Product: [Cl:15][C:12]1[CH:13]=[CH:14][C:9]([N:6]2[CH2:5][CH2:4][CH:3]([CH2:2][NH:1][CH3:28])[CH2:8][CH2:7]2)=[C:10]([NH:16][C:17]([C:19]2[C:23]3[N:24]=[CH:25][N:26]=[CH:27][C:22]=3[S:21][CH:20]=2)=[O:18])[CH:11]=1. The catalyst class is: 6. (2) Reactant: [H-].[Na+].C(OC(=O)[NH:9][C@@H:10]([CH3:25])[CH2:11][C:12]1[C:20]2[CH:19]=[C:18]([OH:21])[CH:17]=[CH:16][C:15]=2[N:14]2[CH2:22][CH2:23][CH2:24][C:13]=12)(C)(C)C.[CH3:27][O:28][CH2:29][CH2:30][O:31][CH2:32][CH2:33][CH2:34]Br.O. Product: [CH3:27][O:28][CH2:29][CH2:30][O:31][CH2:32][CH2:33][CH2:34][O:21][C:18]1[CH:17]=[CH:16][C:15]2[N:14]3[CH2:22][CH2:23][CH2:24][C:13]3=[C:12]([CH2:11][C@@H:10]([NH2:9])[CH3:25])[C:20]=2[CH:19]=1. The catalyst class is: 42. (3) Reactant: [CH3:1][O:2][C:3]1[CH:4]=[C:5]([N:12]2[CH2:17][CH2:16][CH:15]([N:18]3[CH2:27][CH2:26][N:25]4[C@H:20]([CH2:21][O:22][CH2:23][CH2:24]4)[CH2:19]3)[CH2:14][CH2:13]2)[CH:6]=[CH:7][C:8]=1[N+:9]([O-])=O. Product: [CH2:21]1[C@@H:20]2[CH2:19][N:18]([CH:15]3[CH2:14][CH2:13][N:12]([C:5]4[CH:6]=[CH:7][C:8]([NH2:9])=[C:3]([O:2][CH3:1])[CH:4]=4)[CH2:17][CH2:16]3)[CH2:27][CH2:26][N:25]2[CH2:24][CH2:23][O:22]1. The catalyst class is: 99. (4) Reactant: Br[C:2]1[CH:7]=[N:6][CH:5]=[CH:4][N:3]=1.C[Sn](C)C.C[Sn](C)C.[NH2:16][C:17]1[N:21]([CH3:22])[C:20](=[O:23])[C:19]([C:36]2[CH:41]=[CH:40][C:39]([F:42])=[C:38](Br)[CH:37]=2)([C:24]2[CH:29]=[CH:28][C:27]([S:30]([F:35])([F:34])([F:33])([F:32])[F:31])=[CH:26][CH:25]=2)[N:18]=1.[F-].[Cs+]. Product: [NH2:16][C:17]1[N:21]([CH3:22])[C:20](=[O:23])[C:19]([C:36]2[CH:41]=[CH:40][C:39]([F:42])=[C:38]([C:2]3[CH:7]=[N:6][CH:5]=[CH:4][N:3]=3)[CH:37]=2)([C:24]2[CH:29]=[CH:28][C:27]([S:30]([F:33])([F:31])([F:32])([F:34])[F:35])=[CH:26][CH:25]=2)[N:18]=1. The catalyst class is: 233.